Task: Predict the product of the given reaction.. Dataset: Forward reaction prediction with 1.9M reactions from USPTO patents (1976-2016) (1) Given the reactants C[CH:2]([C@@H:6]1[CH2:11][CH2:10][NH:9][C@H:8]([C:12]2[CH:17]=[CH:16][C:15]([C:18]([F:21])([F:20])[F:19])=[CH:14][CH:13]=2)[CH2:7]1)[C:3]([O-:5])=[O:4].[F:22][C:23]([F:35])([F:34])[CH2:24][CH2:25][C:26](=O)[CH2:27][CH2:28][C:29]([F:32])([F:31])[F:30].[CH2:36](N(CC)CC)C.[BH3-]C#N.[Na+], predict the reaction product. The product is: [F:21][C:18]([F:19])([F:20])[C:15]1[CH:14]=[CH:13][C:12]([C@@H:8]2[CH2:7][CH:6]([CH2:2][C:3]([O:5][CH3:36])=[O:4])[CH2:11][CH2:10][N:9]2[CH:26]([CH2:27][CH2:28][C:29]([F:32])([F:31])[F:30])[CH2:25][CH2:24][C:23]([F:35])([F:34])[F:22])=[CH:17][CH:16]=1. (2) Given the reactants [Cl:1][C:2]1[CH:3]=[C:4]([OH:21])[C:5]([NH:8][S:9]([CH2:12][C:13]2[CH:18]=[C:17](Cl)[CH:16]=[C:15](Cl)[CH:14]=2)(=[O:11])=[O:10])=[N:6][CH:7]=1.[C:22](C1C=CC(CS(Cl)(=O)=O)=CC=1)#[N:23].ClC1C=C(CS(Cl)(=O)=O)C=C(Cl)C=1, predict the reaction product. The product is: [Cl:1][C:2]1[CH:3]=[C:4]([OH:21])[C:5]([NH:8][S:9]([CH2:12][C:13]2[CH:18]=[CH:17][C:16]([C:22]#[N:23])=[CH:15][CH:14]=2)(=[O:11])=[O:10])=[N:6][CH:7]=1. (3) Given the reactants [CH3:1][N:2]([CH3:10])[C:3]1[CH:8]=[CH:7][C:6](Br)=[CH:5][CH:4]=1.[C:11]([O:16][CH3:17])(=[O:15])[C:12]([CH3:14])=[CH2:13].C1(C(N)C2CCCCC2)CCCCC1, predict the reaction product. The product is: [CH3:17][O:16][C:11](=[O:15])/[C:12](/[CH3:14])=[CH:13]/[C:6]1[CH:7]=[CH:8][C:3]([N:2]([CH3:10])[CH3:1])=[CH:4][CH:5]=1.